This data is from Forward reaction prediction with 1.9M reactions from USPTO patents (1976-2016). The task is: Predict the product of the given reaction. (1) Given the reactants F[C:2]1[CH:3]=[C:4]([CH:7]=[C:8](F)[CH:9]=1)[C:5]#[N:6].[C:11](=[O:14])([O-])[O-].[K+].[K+].[F:17][C:18]([F:27])([F:26])[C:19]1[CH:24]=[C:23]([OH:25])[CH:22]=[CH:21][N:20]=1.O, predict the reaction product. The product is: [F:27][C:18]([F:17])([F:26])[C:19]1[CH:24]=[C:23]([O:25][C:2]2[CH:3]=[C:4]([CH:7]=[C:8]([O:14][C:11]3[CH:22]=[CH:21][N:20]=[C:19]([C:18]([F:27])([F:26])[F:17])[CH:24]=3)[CH:9]=2)[C:5]#[N:6])[CH:22]=[CH:21][N:20]=1. (2) The product is: [CH3:2][N:3]1[CH2:8][CH2:7][C:6]([C:12]2[CH:17]=[CH:16][CH:15]=[CH:14][CH:13]=2)([C:9]#[N:25])[CH2:5][CH2:4]1. Given the reactants Cl.[CH3:2][N:3]1[CH2:8][CH2:7][C:6]([C:12]2[CH:17]=[CH:16][CH:15]=[CH:14][CH:13]=2)([C:9](O)=O)[CH2:5][CH2:4]1.C([N:25]1CCNCC1)C1C=CC=CC=1.C(N(CC)CC)C.C(Cl)CCl, predict the reaction product. (3) Given the reactants [C:1]([O:5][C:6]([NH:8][CH2:9][C:10]1[CH:19]=[CH:18][CH:17]=[CH:16][C:11]=1[C:12]([O:14]C)=[O:13])=[O:7])([CH3:4])([CH3:3])[CH3:2].[OH-].[Na+].Cl, predict the reaction product. The product is: [C:1]([O:5][C:6]([NH:8][CH2:9][C:10]1[CH:19]=[CH:18][CH:17]=[CH:16][C:11]=1[C:12]([OH:14])=[O:13])=[O:7])([CH3:4])([CH3:2])[CH3:3]. (4) Given the reactants [CH3:1][S:2][C:3]1[S:4][C:5]2[CH:11]=[CH:10][CH:9]=[CH:8][C:6]=2[N:7]=1.[Br:12]Br.C(O)(=O)C, predict the reaction product. The product is: [Br:12][C:10]1[CH:9]=[CH:8][C:6]2[N:7]=[C:3]([S:2][CH3:1])[S:4][C:5]=2[CH:11]=1. (5) Given the reactants [Br:1][C:2]1[CH:3]=[C:4]2[C:15](=[CH:16][CH:17]=1)[O:14][C:7]1[C:8]([F:13])=[N:9][C:10]([Cl:12])=[CH:11][C:6]=1[C:5]2([CH3:19])O.Cl.O1CCOCC1.C([O-])([O-])=O.[K+].[K+], predict the reaction product. The product is: [Br:1][C:2]1[CH:3]=[C:4]2[C:15](=[CH:16][CH:17]=1)[O:14][C:7]1[C:8]([F:13])=[N:9][C:10]([Cl:12])=[CH:11][C:6]=1[C:5]2=[CH2:19].